From a dataset of Full USPTO retrosynthesis dataset with 1.9M reactions from patents (1976-2016). Predict the reactants needed to synthesize the given product. (1) Given the product [OH:17][CH2:16][C:15]1[CH:19]=[CH:20][C:12]([O:11][C:9]2[CH:8]=[CH:7][C:6]3[B:2]([OH:1])[O:3][CH2:4][C:5]=3[CH:10]=2)=[CH:13][CH:14]=1, predict the reactants needed to synthesize it. The reactants are: [OH:1][B:2]1[C:6]2[CH:7]=[CH:8][C:9]([O:11][C:12]3[CH:20]=[CH:19][C:15]([C:16](O)=[O:17])=[CH:14][CH:13]=3)=[CH:10][C:5]=2[CH2:4][O:3]1.B(OC)(OC)OC.B.C([O-])(O)=O.[Na+]. (2) The reactants are: [NH:1]1[CH:5]=[C:4]([C:6]2[CH:11]=[CH:10][N:9]=[C:8]3[N:12]([CH2:15][O:16][CH2:17][CH2:18][Si:19]([CH3:22])([CH3:21])[CH3:20])[CH:13]=[CH:14][C:7]=23)[CH:3]=[N:2]1.[CH2:23]([O:25][C:26](=[O:31])[CH:27]=[C:28]([CH3:30])[CH3:29])[CH3:24].C(=O)([O-])[O-].[Cs+].[Cs+]. Given the product [CH3:29][C:28]([N:1]1[CH:5]=[C:4]([C:6]2[CH:11]=[CH:10][N:9]=[C:8]3[N:12]([CH2:15][O:16][CH2:17][CH2:18][Si:19]([CH3:22])([CH3:21])[CH3:20])[CH:13]=[CH:14][C:7]=23)[CH:3]=[N:2]1)([CH3:30])[CH2:27][C:26]([O:25][CH2:23][CH3:24])=[O:31], predict the reactants needed to synthesize it. (3) Given the product [NH2:1][C:2]1[CH:3]=[C:4]([N:11]2[CH2:12][CH2:13][N:14]([C:17]([C:19]3[CH:24]=[CH:23][CH:22]=[CH:21][C:20]=3[C:25]([F:28])([F:27])[F:26])=[O:18])[CH2:15][CH2:16]2)[CH:5]=[CH:6][C:7]=1[NH2:8], predict the reactants needed to synthesize it. The reactants are: [NH2:1][C:2]1[CH:3]=[C:4]([N:11]2[CH2:16][CH2:15][N:14]([C:17]([C:19]3[CH:24]=[CH:23][CH:22]=[CH:21][C:20]=3[C:25]([F:28])([F:27])[F:26])=[O:18])[CH2:13][CH2:12]2)[CH:5]=[CH:6][C:7]=1[N+:8]([O-])=O.NN. (4) Given the product [ClH:40].[CH3:1][O:2][C:3]1[CH:4]=[C:5]([CH:36]=[CH:37][CH:38]=1)[CH2:6][CH2:7][N:8]1[CH:12]=[CH:11][N:10]=[C:9]1[C:13]1[CH:14]=[CH:15][C:16]([N:19]2[C:25](=[O:26])[CH2:24][C:23](=[O:27])[NH:22][C:21]3[C:28]4[C:33]([CH:34]=[CH:35][C:20]2=3)=[CH:32][CH:31]=[CH:30][CH:29]=4)=[CH:17][CH:18]=1, predict the reactants needed to synthesize it. The reactants are: [CH3:1][O:2][C:3]1[CH:4]=[C:5]([CH:36]=[CH:37][CH:38]=1)[CH2:6][CH2:7][N:8]1[CH:12]=[CH:11][N:10]=[C:9]1[C:13]1[CH:18]=[CH:17][C:16]([N:19]2[C:25](=[O:26])[CH2:24][C:23](=[O:27])[NH:22][C:21]3[C:28]4[C:33]([CH:34]=[CH:35][C:20]2=3)=[CH:32][CH:31]=[CH:30][CH:29]=4)=[CH:15][CH:14]=1.Cl.[Cl:40]C1C=CC(CN2C=CN=C2C2C=CC(N3C(=O)CC(=O)NC4C5C(C=CC3=4)=CC=CC=5)=CC=2)=CC=1.